From a dataset of Forward reaction prediction with 1.9M reactions from USPTO patents (1976-2016). Predict the product of the given reaction. The product is: [O:45]1[CH2:50][CH2:49][O:48][CH2:47][CH:46]1[C:51]1[C:59]2[S:58][C:57]([NH:60][C:4](=[O:6])[C:3]3[CH:7]=[CH:8][C:9]([F:11])=[CH:10][C:2]=3[F:1])=[N:56][C:55]=2[C:54]([O:61][CH3:62])=[CH:53][CH:52]=1. Given the reactants [F:1][C:2]1[CH:10]=[C:9]([F:11])[CH:8]=[CH:7][C:3]=1[C:4]([OH:6])=O.CN(C(ON1N=NC2C=CC=NC1=2)=[N+](C)C)C.F[P-](F)(F)(F)(F)F.C(N(C(C)C)C(C)C)C.[O:45]1[CH2:50][CH2:49][O:48][CH2:47][CH:46]1[C:51]1[C:59]2[S:58][C:57]([NH2:60])=[N:56][C:55]=2[C:54]([O:61][CH3:62])=[CH:53][CH:52]=1, predict the reaction product.